This data is from Full USPTO retrosynthesis dataset with 1.9M reactions from patents (1976-2016). The task is: Predict the reactants needed to synthesize the given product. The reactants are: CS(C1C=C(C2N=[C:15]([O:17]C)N=C(NCCC3C=CC(OC)=CC=3)C=2)C=CC=1)(=O)=O.[Cl:30]C1C=C(Cl)C=CC=1CCNC1N=C(OC)N=C(C2C=C(C=CC=2)OCC#N)C=1.[Cl:59][C:60]1[CH:65]=[CH:64][CH:63]=[C:62]([F:66])[C:61]=1[CH2:67][CH2:68][NH:69][C:70]1[N:75]=[C:74]([O:76][CH3:77])[N:73]=[C:72]([C:78]2[CH:79]=[C:80]([CH:87]=[CH:88][CH:89]=2)[O:81][CH2:82][C:83]([NH:85][OH:86])=[NH:84])[CH:71]=1.ClC1C=C(Cl)C=CC=1CCNC1N=C(OC)N=C(C2C=C(C=CC=2)OCC(NO)=N)C=1. Given the product [ClH:30].[Cl:59][C:60]1[CH:65]=[CH:64][CH:63]=[C:62]([F:66])[C:61]=1[CH2:67][CH2:68][NH:69][C:70]1[N:75]=[C:74]([O:76][CH3:77])[N:73]=[C:72]([C:78]2[CH:79]=[C:80]([CH:87]=[CH:88][CH:89]=2)[O:81][CH2:82][C:83]2[NH:84][C:15](=[O:17])[O:86][N:85]=2)[CH:71]=1, predict the reactants needed to synthesize it.